This data is from Catalyst prediction with 721,799 reactions and 888 catalyst types from USPTO. The task is: Predict which catalyst facilitates the given reaction. (1) Reactant: [CH2:1]([O:8][C:9]1[CH:14]=[CH:13][N:12]([C:15]2[CH:16]=[N:17][C:18](F)=[CH:19][CH:20]=2)[C:11](=[O:22])[CH:10]=1)[C:2]1[CH:7]=[CH:6][CH:5]=[CH:4][CH:3]=1.C(=O)([O-])[O-].[K+].[K+].[CH3:29][N:30]1[CH2:37][CH:36]2[CH:32]([CH2:33][NH:34][CH2:35]2)[CH2:31]1. Product: [NH3:12].[CH2:1]([O:8][C:9]1[CH:14]=[CH:13][N:12]([C:15]2[CH:16]=[N:17][C:18]([N:34]3[CH2:35][C@@H:36]4[C@@H:32]([CH2:31][N:30]([CH3:29])[CH2:37]4)[CH2:33]3)=[CH:19][CH:20]=2)[C:11](=[O:22])[CH:10]=1)[C:2]1[CH:7]=[CH:6][CH:5]=[CH:4][CH:3]=1. The catalyst class is: 148. (2) Reactant: [C:1]([O:5][C:6](=[O:27])[NH:7][C@@H:8]1[C@@H:13]([OH:14])[C@H:12]([CH2:15][C:16]2[CH:21]=[C:20](F)[C:19]([N+:23]([O-:25])=[O:24])=[C:18]([F:26])[CH:17]=2)[CH2:11][S:10][CH2:9]1)([CH3:4])([CH3:3])[CH3:2].[OH-].[K+].[F:30][C:31]([F:36])([F:35])[C@@H:32]([OH:34])[CH3:33]. Product: [C:1]([O:5][C:6](=[O:27])[NH:7][C@@H:8]1[C@@H:13]([OH:14])[C@H:12]([CH2:15][C:16]2[CH:21]=[C:20]([O:34][C@@H:32]([CH3:33])[C:31]([F:36])([F:35])[F:30])[C:19]([N+:23]([O-:25])=[O:24])=[C:18]([F:26])[CH:17]=2)[CH2:11][S:10][CH2:9]1)([CH3:2])([CH3:4])[CH3:3]. The catalyst class is: 828. (3) Reactant: [Cl:1][S:2]([OH:5])(=O)=[O:3].[Br:6][C:7]1[CH:16]=[C:15]2[C:10]([CH2:11][CH2:12][N:13]([C:17](=[O:22])[C:18]([F:21])([F:20])[F:19])[CH2:14]2)=[CH:9][CH:8]=1. Product: [Br:6][C:7]1[CH:16]=[C:15]2[C:10]([CH2:11][CH2:12][N:13]([C:17](=[O:22])[C:18]([F:19])([F:20])[F:21])[CH2:14]2)=[CH:9][C:8]=1[S:2]([Cl:1])(=[O:5])=[O:3]. The catalyst class is: 22.